Dataset: Reaction yield outcomes from USPTO patents with 853,638 reactions. Task: Predict the reaction yield, written as a fraction of the theoretical maximum amount of product (1.0 means a 100% yield; for example, 0.34 means a 34% yield). (1) The reactants are [C:1]([O:5][C:6]([NH:8][CH2:9][CH2:10][N:11]([CH2:29][CH2:30][NH:31][C:32]([O:34][C:35]([CH3:38])([CH3:37])[CH3:36])=[O:33])[C:12]([CH2:14][CH2:15][C@H:16]([NH:21][C:22]([O:24][C:25]([CH3:28])([CH3:27])[CH3:26])=[O:23])[C:17]([O:19][CH3:20])=[O:18])=O)=[O:7])([CH3:4])([CH3:3])[CH3:2].COC1C=CC(P2(SP(C3C=CC(OC)=CC=3)(=S)S2)=[S:48])=CC=1. The catalyst is C1COCC1.CN(C1C=CN=CC=1)C. The product is [C:1]([O:5][C:6]([NH:8][CH2:9][CH2:10][N:11]([CH2:29][CH2:30][NH:31][C:32]([O:34][C:35]([CH3:38])([CH3:37])[CH3:36])=[O:33])[C:12]([CH2:14][CH2:15][C@H:16]([NH:21][C:22]([O:24][C:25]([CH3:28])([CH3:27])[CH3:26])=[O:23])[C:17]([O:19][CH3:20])=[O:18])=[S:48])=[O:7])([CH3:4])([CH3:3])[CH3:2]. The yield is 0.450. (2) The reactants are [C:1]([C:3]1[CH:26]=[CH:25][C:6]([C:7]([NH:9][C:10]2[N:14]([CH2:15][CH2:16][O:17][CH3:18])[C:13]3[CH:19]=[CH:20][C:21]([CH2:23][OH:24])=[CH:22][C:12]=3[N:11]=2)=[O:8])=[CH:5][CH:4]=1)#[N:2]. The catalyst is CC(C)=O.[O-2].[Mn+4].[O-2]. The product is [C:1]([C:3]1[CH:4]=[CH:5][C:6]([C:7]([NH:9][C:10]2[N:14]([CH2:15][CH2:16][O:17][CH3:18])[C:13]3[CH:19]=[CH:20][C:21]([CH:23]=[O:24])=[CH:22][C:12]=3[N:11]=2)=[O:8])=[CH:25][CH:26]=1)#[N:2]. The yield is 0.840.